From a dataset of Reaction yield outcomes from USPTO patents with 853,638 reactions. Predict the reaction yield, written as a fraction of the theoretical maximum amount of product (1.0 means a 100% yield; for example, 0.34 means a 34% yield). The yield is 0.600. The product is [Br:20][C:21]1[CH:26]=[CH:25][C:24]([NH:27][C:28]2[O:38][C:32]3[CH:33]=[CH:34][C:35]([CH3:37])=[CH:36][C:31]=3[N:30]=2)=[CH:23][CH:22]=1. The reactants are BrC1C=CC(N=C=S)=CC=1.NC1C=C(C)C=CC=1O.[Br:20][C:21]1[CH:26]=[CH:25][C:24]([NH:27][C:28]([NH:30][C:31]2[CH:36]=[C:35]([CH3:37])[CH:34]=[CH:33][C:32]=2[OH:38])=S)=[CH:23][CH:22]=1.Cl.CN(C)CCCN=C=NCC. The catalyst is C(O)C.CCOCC.